From a dataset of Reaction yield outcomes from USPTO patents with 853,638 reactions. Predict the reaction yield, written as a fraction of the theoretical maximum amount of product (1.0 means a 100% yield; for example, 0.34 means a 34% yield). The reactants are [N+:1]([C:4]1[N:9]=[CH:8][C:7]([N:10]2[CH2:15][CH2:14][N:13]([C:16]([O:18][C:19]([CH3:22])([CH3:21])[CH3:20])=[O:17])[CH2:12][CH2:11]2)=[CH:6][CH:5]=1)([O-:3])=[O:2].[CH3:23][C@@H]1NCCN(C(OC(C)(C)C)=O)C1.BrC1C=CC([N+]([O-])=O)=NC=1. No catalyst specified. The product is [CH3:23][C@@H:15]1[N:10]([C:7]2[CH:8]=[N:9][C:4]([N+:1]([O-:3])=[O:2])=[CH:5][CH:6]=2)[CH2:11][CH2:12][N:13]([C:16]([O:18][C:19]([CH3:22])([CH3:21])[CH3:20])=[O:17])[CH2:14]1. The yield is 0.500.